From a dataset of Reaction yield outcomes from USPTO patents with 853,638 reactions. Predict the reaction yield, written as a fraction of the theoretical maximum amount of product (1.0 means a 100% yield; for example, 0.34 means a 34% yield). (1) The reactants are [NH2:1][C:2]1[C:11]2[C:6](=[C:7](Br)[CH:8]=[CH:9][CH:10]=2)[N:5]=[N:4][C:3]=1[C:13]([NH:15][CH2:16][CH2:17][CH3:18])=[O:14].[F:19][C:20]1[CH:25]=[CH:24][CH:23]=[C:22]([O:26][CH3:27])[C:21]=1B(O)O.C(Cl)Cl.C(=O)([O-])[O-].[Na+].[Na+]. The catalyst is O.C1C=CC(P(C2C=CC=CC=2)[C-]2C=CC=C2)=CC=1.C1C=CC(P(C2C=CC=CC=2)[C-]2C=CC=C2)=CC=1.Cl[Pd]Cl.[Fe+2].C(O)(C)C.O1CCCC1. The product is [NH2:1][C:2]1[C:11]2[C:6](=[C:7]([C:21]3[C:22]([O:26][CH3:27])=[CH:23][CH:24]=[CH:25][C:20]=3[F:19])[CH:8]=[CH:9][CH:10]=2)[N:5]=[N:4][C:3]=1[C:13]([NH:15][CH2:16][CH2:17][CH3:18])=[O:14]. The yield is 0.780. (2) The reactants are [NH2:1][C:2]1[N:7]=[CH:6][N:5]=[C:4]2[N:8]([CH2:12][C:13]3[N:14]([CH:25]([CH3:27])[CH3:26])[C:15](=[O:24])[C:16]4[C:21]([CH:22]=3)=[CH:20][CH:19]=[CH:18][C:17]=4[CH3:23])[N:9]=[C:10](I)[C:3]=12.CC1(C)C(C)(C)OB([C:36]2[CH:37]=[C:38]([OH:42])[CH:39]=[CH:40][CH:41]=2)O1.C1C=CC(P(C2C=CC=CC=2)C2C=CC=CC=2)=CC=1.C([O-])([O-])=O.[Na+].[Na+]. The catalyst is CN(C=O)C.C(O)C.O.CC([O-])=O.CC([O-])=O.[Pd+2]. The product is [NH2:1][C:2]1[N:7]=[CH:6][N:5]=[C:4]2[N:8]([CH2:12][C:13]3[N:14]([CH:25]([CH3:27])[CH3:26])[C:15](=[O:24])[C:16]4[C:21]([CH:22]=3)=[CH:20][CH:19]=[CH:18][C:17]=4[CH3:23])[N:9]=[C:10]([C:36]3[CH:41]=[CH:40][CH:39]=[C:38]([OH:42])[CH:37]=3)[C:3]=12. The yield is 0.610.